This data is from Reaction yield outcomes from USPTO patents with 853,638 reactions. The task is: Predict the reaction yield, written as a fraction of the theoretical maximum amount of product (1.0 means a 100% yield; for example, 0.34 means a 34% yield). (1) The reactants are [NH2:1][C:2]1[CH:7]=[CH:6][C:5]([O:8][CH3:9])=[CH:4][C:3]=1[NH:10][C:11]1[C:19]2[O:18][CH2:17][C@@H:16]([N:20]([C:35](=[O:40])[C:36]([F:39])([F:38])[F:37])[C:21]3[CH:34]=[CH:33][C:24]4[C@H:25]([CH2:28][C:29]([O:31][CH3:32])=[O:30])[CH2:26][O:27][C:23]=4[CH:22]=3)[C:15]=2[CH:14]=[CH:13][CH:12]=1.[C:41](Cl)(=O)[CH2:42][CH3:43].C(=O)([O-])O.[Na+]. The catalyst is CN(C)C(=O)C. The product is [CH2:42]([C:43]1[N:10]([C:11]2[C:19]3[O:18][CH2:17][C@@H:16]([N:20]([C:35](=[O:40])[C:36]([F:39])([F:38])[F:37])[C:21]4[CH:34]=[CH:33][C:24]5[C@H:25]([CH2:28][C:29]([O:31][CH3:32])=[O:30])[CH2:26][O:27][C:23]=5[CH:22]=4)[C:15]=3[CH:14]=[CH:13][CH:12]=2)[C:3]2[CH:4]=[C:5]([O:8][CH3:9])[CH:6]=[CH:7][C:2]=2[N:1]=1)[CH3:41]. The yield is 0.710. (2) The product is [CH:1]([C:4]1[CH:12]=[CH:11][C:10]2[N:9]([CH2:29][CH2:28][C:25]3[CH:24]=[N:23][C:22]([C:21]([F:31])([F:20])[F:30])=[CH:27][CH:26]=3)[C:8]3[CH2:13][CH2:14][N:15]([CH3:17])[CH2:16][C:7]=3[C:6]=2[CH:5]=1)([CH3:3])[CH3:2]. The catalyst is CN1CCCC1=O.[Cl-].[Na+].O. The reactants are [CH:1]([C:4]1[CH:12]=[CH:11][C:10]2[NH:9][C:8]3[CH2:13][CH2:14][N:15]([CH3:17])[CH2:16][C:7]=3[C:6]=2[CH:5]=1)([CH3:3])[CH3:2].[OH-].[K+].[F:20][C:21]([F:31])([F:30])[C:22]1[CH:27]=[CH:26][C:25]([CH:28]=[CH2:29])=[CH:24][N:23]=1. The yield is 0.450. (3) The reactants are [Cl-].O[NH3+:3].[C:4](=[O:7])([O-])[OH:5].[Na+].CS(C)=O.[F:13][CH2:14][C:15]1[N:16]([C:40]2[CH:45]=[CH:44][C:43]([O:46][CH3:47])=[CH:42][CH:41]=2)[C:17](=[O:39])[C:18]([CH2:24][C:25]2[CH:30]=[CH:29][C:28]([C:31]3[C:32]([C:37]#[N:38])=[CH:33][CH:34]=[CH:35][CH:36]=3)=[CH:27][CH:26]=2)=[C:19]([CH2:21][CH2:22][CH3:23])[N:20]=1. The catalyst is C(OCC)(=O)C. The product is [F:13][CH2:14][C:15]1[N:16]([C:40]2[CH:41]=[CH:42][C:43]([O:46][CH3:47])=[CH:44][CH:45]=2)[C:17](=[O:39])[C:18]([CH2:24][C:25]2[CH:26]=[CH:27][C:28]([C:31]3[CH:36]=[CH:35][CH:34]=[CH:33][C:32]=3[C:37]3[NH:3][C:4](=[O:7])[O:5][N:38]=3)=[CH:29][CH:30]=2)=[C:19]([CH2:21][CH2:22][CH3:23])[N:20]=1. The yield is 0.360. (4) The reactants are C([N:8]1[CH2:17][CH:16]([CH3:18])[C:15]2[N:14]=[C:13]([Cl:19])[CH:12]=[CH:11][C:10]=2[CH2:9]1)C1C=CC=CC=1.[CH2:20]([Mg]Br)[CH:21]([CH3:23])[CH3:22]. The catalyst is C1COCC1. The product is [ClH:19].[CH2:20]([C:13]1[CH:12]=[CH:11][C:10]2[CH2:9][NH:8][CH2:17][CH:16]([CH3:18])[C:15]=2[N:14]=1)[CH:21]([CH3:23])[CH3:22]. The yield is 0.430. (5) The reactants are [CH3:1][C:2]([C:6]1[CH:7]=[C:8]([CH:13]=[CH:14][CH:15]=1)[C:9]([O:11]C)=[O:10])([CH3:5])[C:3]#[CH:4].O1CCCC1.[OH-].[Na+].Cl. The catalyst is CO. The product is [CH3:5][C:2]([C:6]1[CH:7]=[C:8]([CH:13]=[CH:14][CH:15]=1)[C:9]([OH:11])=[O:10])([CH3:1])[C:3]#[CH:4]. The yield is 0.920. (6) The reactants are [Cl:1][C:2]1[C:26]2[O:25][C:9]3[C:10](=[O:24])[N:11]([C@@H:13]([CH2:17][CH:18]4[CH2:23][CH2:22][CH2:21][CH2:20][CH2:19]4)[C:14](O)=[O:15])[CH2:12][C:8]=3[CH2:7][C:6]=2[CH:5]=[CH:4][CH:3]=1.[NH2:27][C:28]1[S:29][CH:30]=[CH:31][N:32]=1.ON1C2C=CC=CC=2N=N1. The catalyst is C(Cl)Cl.O. The product is [Cl:1][C:2]1[C:26]2[O:25][C:9]3[C:10](=[O:24])[N:11]([C@@H:13]([CH2:17][CH:18]4[CH2:23][CH2:22][CH2:21][CH2:20][CH2:19]4)[C:14]([NH:27][C:28]4[S:29][CH:30]=[CH:31][N:32]=4)=[O:15])[CH2:12][C:8]=3[CH2:7][C:6]=2[CH:5]=[CH:4][CH:3]=1. The yield is 0.852.